Dataset: Forward reaction prediction with 1.9M reactions from USPTO patents (1976-2016). Task: Predict the product of the given reaction. Given the reactants [Cl:1][C:2]([Cl:14])([Cl:13])[CH2:3][O:4][C:5](=[O:12])[NH:6][C:7]1[S:11][N:10]=[CH:9][CH:8]=1.C1(P(C2C=CC=CC=2)C2C=CC=CC=2)C=CC=CC=1.O[CH:35]([CH2:40][CH:41]([CH3:43])[CH3:42])[C:36]([O:38][CH3:39])=[O:37].CC(OC(/N=N/C(OC(C)C)=O)=O)C, predict the reaction product. The product is: [S:11]1[C:7]([N:6]([C:5]([O:4][CH2:3][C:2]([Cl:1])([Cl:13])[Cl:14])=[O:12])[C@H:35]([C:36]([O:38][CH3:39])=[O:37])[CH2:40][CH:41]([CH3:43])[CH3:42])=[CH:8][CH:9]=[N:10]1.